Dataset: Catalyst prediction with 721,799 reactions and 888 catalyst types from USPTO. Task: Predict which catalyst facilitates the given reaction. (1) Reactant: F[C:2]1[CH:3]=[C:4]([CH:7]=[CH:8][C:9]=1[N+:10]([O-:12])=[O:11])[C:5]#[N:6].[F:13][CH:14]([F:24])[O:15][C:16]1[CH:21]=[CH:20][CH:19]=[CH:18][C:17]=1[CH2:22][NH2:23].C([O-])([O-])=O.[K+].[K+]. Product: [F:13][CH:14]([F:24])[O:15][C:16]1[CH:21]=[CH:20][CH:19]=[CH:18][C:17]=1[CH2:22][NH:23][C:2]1[CH:3]=[C:4]([CH:7]=[CH:8][C:9]=1[N+:10]([O-:12])=[O:11])[C:5]#[N:6]. The catalyst class is: 76. (2) Reactant: Cl[C:2]1[N:7]=[C:6]([O:8][C:9]2[CH:37]=[CH:36][CH:35]=[CH:34][C:10]=2[CH2:11][NH:12][C:13]([NH:15][C:16]2[N:20]([C:21]3[CH:26]=[CH:25][C:24]([CH3:27])=[CH:23][CH:22]=3)[N:19]=[C:18]([C:28]3[CH:32]=[CH:31][O:30][C:29]=3[CH3:33])[CH:17]=2)=[O:14])[CH:5]=[CH:4][N:3]=1.C(=O)([O-])[O-].[Na+].[Na+].[NH:44]1[CH2:49][CH2:48][O:47][CH2:46][CH2:45]1. Product: [O:47]1[CH2:48][CH2:49][N:44]([C:2]2[N:7]=[C:6]([O:8][C:9]3[CH:37]=[CH:36][CH:35]=[CH:34][C:10]=3[CH2:11][NH:12][C:13]([NH:15][C:16]3[N:20]([C:21]4[CH:22]=[CH:23][C:24]([CH3:27])=[CH:25][CH:26]=4)[N:19]=[C:18]([C:28]4[CH:32]=[CH:31][O:30][C:29]=4[CH3:33])[CH:17]=3)=[O:14])[CH:5]=[CH:4][N:3]=2)[CH2:45][CH2:46]1. The catalyst class is: 8. (3) Reactant: [Br:1][C:2]1[N:7]=[CH:6][C:5]([NH2:8])=[C:4]([NH:9][CH:10]([CH3:12])[CH3:11])[CH:3]=1.C(N=C=S)C.F[P-](F)(F)(F)(F)F.[N:25]1(O[P+](N(C)C)(N(C)C)N(C)C)[C:29]2C=CC=[CH:33][C:28]=2N=N1.N12CCCN=C1CCCCC2. Product: [Br:1][C:2]1[N:7]=[CH:6][C:5]2[N:8]=[C:33]([CH2:28][CH2:29][NH2:25])[N:9]([CH:10]([CH3:12])[CH3:11])[C:4]=2[CH:3]=1. The catalyst class is: 10. (4) Reactant: Cl.[NH2:2][CH2:3][C@@H:4]1[O:8][C:7](=[O:9])[N:6]([C:10]2[CH:23]=[CH:22][C:13]3[C:14]4[NH:15][N:16]=[CH:17][C:18]=4[CH2:19][CH2:20][CH2:21][C:12]=3[CH:11]=2)[CH2:5]1.[C:24]([OH:28])(C)(C)[CH3:25].[CH:29]1([CH2:32][C:33]([OH:35])=O)[CH2:31][CH2:30]1.CCN=C=N[CH2:41][CH2:42][CH2:43]N(C)C. Product: [CH:29]1([CH2:32][C:33]([NH:2][CH2:3][C@@H:4]2[O:8][C:7](=[O:9])[N:6]([C:10]3[CH:23]=[CH:22][C:13]4[C:14]5[N:15]([C:24](=[O:28])[CH2:25][CH:41]6[CH2:42][CH2:43]6)[N:16]=[CH:17][C:18]=5[CH2:19][CH2:20][CH2:21][C:12]=4[CH:11]=3)[CH2:5]2)=[O:35])[CH2:30][CH2:31]1. The catalyst class is: 66. (5) Reactant: OC(C(F)(F)F)=O.[NH:8]1[CH:12]=[CH:11][N:10]=[C:9]1[CH2:13][N:14]([CH3:25])[CH:15]1[C:24]2[N:23]=[CH:22][CH:21]=[CH:20][C:19]=2[CH2:18][CH2:17][CH2:16]1.Br[CH2:27][CH2:28][C:29]#[N:30].C([O-])([O-])=O.[K+].[K+]. Product: [CH3:25][N:14]([CH2:13][C:9]1[N:8]([CH2:27][CH2:28][C:29]#[N:30])[CH:12]=[CH:11][N:10]=1)[CH:15]1[C:24]2[N:23]=[CH:22][CH:21]=[CH:20][C:19]=2[CH2:18][CH2:17][CH2:16]1. The catalyst class is: 31. (6) Reactant: Cl.[C:2]([NH:6][NH2:7])([CH3:5])([CH3:4])[CH3:3].[OH-].[Na+].[C:10]([C:12](C#N)=[C:13]([C:16]#[N:17])[C:14]#[N:15])#[N:11].[Na+].[Cl-]. Product: [NH2:17][C:16]1[N:6]([C:2]([CH3:5])([CH3:4])[CH3:3])[N:7]=[C:12]([C:10]#[N:11])[C:13]=1[C:14]#[N:15]. The catalyst class is: 8.